This data is from Choline transporter screen with 302,306 compounds. The task is: Binary Classification. Given a drug SMILES string, predict its activity (active/inactive) in a high-throughput screening assay against a specified biological target. (1) The drug is Clc1ccc(C(=O)Nc2cc(ccc2)C(=O)N\N=C\c2sccc2)cc1. The result is 0 (inactive). (2) The compound is o1nc(NC(=O)c2c([N+]([O-])=O)c(ccc2)C)cc1C. The result is 0 (inactive). (3) The compound is S(C=1NC(=C(C(CC(C)C)C1C#N)C(OCC)=O)C)C. The result is 0 (inactive). (4) The molecule is S(=O)(=O)(NCc1cccnc1)c1c(ccc(c1)C(=O)Nc1c(cccc1)C)C. The result is 1 (active). (5) The drug is O=C(NCc1ccccc1)C(N(c1c(cccc1)C)C(=O)c1ncccc1)c1cccnc1. The result is 0 (inactive). (6) The molecule is S(=O)(=O)(N1CC(CCC1)C(=O)NCc1c(OC)cccc1)c1c2nonc2ccc1. The result is 0 (inactive). (7) The compound is [O-][N+](=O)c1c(N2CCCCCC2)nc(NCCCN(CC)CC)nc1N. The result is 0 (inactive).